From a dataset of Full USPTO retrosynthesis dataset with 1.9M reactions from patents (1976-2016). Predict the reactants needed to synthesize the given product. Given the product [CH:20](=[C:14]1[CH2:13][CH2:12][C:11]2[C:16](=[CH:17][CH:18]=[C:9]([O:8][CH2:7][CH2:6][N:1]3[CH:5]=[CH:4][N:3]=[CH:2]3)[CH:10]=2)[C:15]1=[O:19])[C:21]1[CH:26]=[CH:25][CH:24]=[CH:23][CH:22]=1, predict the reactants needed to synthesize it. The reactants are: [N:1]1([CH2:6][CH2:7][O:8][C:9]2[CH:10]=[C:11]3[C:16](=[CH:17][CH:18]=2)[C:15](=[O:19])[CH2:14][CH2:13][CH2:12]3)[CH:5]=[CH:4][N:3]=[CH:2]1.[CH:20](=O)[C:21]1[CH:26]=[CH:25][CH:24]=[CH:23][CH:22]=1.